Task: Predict the product of the given reaction.. Dataset: Forward reaction prediction with 1.9M reactions from USPTO patents (1976-2016) (1) Given the reactants [NH2:1][C:2]1[C:7]([N+:8]([O-])=O)=[CH:6][CH:5]=[C:4]([O:11][CH3:12])[N:3]=1.[ClH:13], predict the reaction product. The product is: [ClH:13].[ClH:13].[NH2:1][C:2]1[C:7]([NH2:8])=[CH:6][CH:5]=[C:4]([O:11][CH3:12])[N:3]=1. (2) Given the reactants [F:1][C:2]1[CH:3]=[C:4]2[C:9](=[C:10]([O:13][CH3:14])[C:11]=1[F:12])[N:8]([C:15]1[CH:20]=[CH:19][C:18]([CH2:21][N:22]3[CH2:26][CH2:25][CH2:24][CH2:23]3)=[CH:17][CH:16]=1)[CH:7]=[C:6]([C:27]([O:29][CH2:30][CH3:31])=[O:28])[C:5]2=[O:32].N1(CC2C=CC(N)=CC=2)CCCC[CH2:34]1, predict the reaction product. The product is: [F:1][C:2]1[CH:3]=[C:4]2[C:9](=[C:10]([O:13][CH3:14])[C:11]=1[F:12])[N:8]([C:15]1[CH:16]=[CH:17][C:18]([CH2:21][N:22]3[CH2:34][CH2:26][CH2:25][CH2:24][CH2:23]3)=[CH:19][CH:20]=1)[CH:7]=[C:6]([C:27]([O:29][CH2:30][CH3:31])=[O:28])[C:5]2=[O:32]. (3) Given the reactants C([C:4]1[CH:9]=[CH:8][C:7]([CH2:10][CH2:11][C:12]([OH:14])=O)=[CH:6][CH:5]=1)(=O)C.[O:15]1CCCC1.[H-].[Al+3].[Li+].[H-].[H-].[H-], predict the reaction product. The product is: [OH:15][C:4]1[CH:9]=[CH:8][C:7]([CH2:10][CH2:11][CH2:12][OH:14])=[CH:6][CH:5]=1. (4) Given the reactants [CH3:1][N:2]1[CH:6]=[CH:5][N:4]=[C:3]1[C:7]([OH:9])=O.[NH2:10][C:11]1[CH:19]=[C:18]2[C:14]([C:15]([CH3:23])([CH3:22])[C:16](=[O:21])[N:17]2[CH3:20])=[CH:13][CH:12]=1.CN(C(ON1N=NC2C=CC=NC1=2)=[N+](C)C)C.F[P-](F)(F)(F)(F)F.CCN(C(C)C)C(C)C.C(=O)([O-])[O-].[Na+].[Na+], predict the reaction product. The product is: [CH3:1][N:2]1[CH:6]=[CH:5][N:4]=[C:3]1[C:7]([NH:10][C:11]1[CH:19]=[C:18]2[C:14]([C:15]([CH3:23])([CH3:22])[C:16](=[O:21])[N:17]2[CH3:20])=[CH:13][CH:12]=1)=[O:9]. (5) Given the reactants [I:1][C:2]1[CH:3]=[C:4]([CH:6]=[CH:7][CH:8]=1)[NH2:5].[N:9]([C:12]([O:14][CH2:15][CH3:16])=[O:13])=[C:10]=[S:11], predict the reaction product. The product is: [I:1][C:2]1[CH:3]=[C:4]([NH:5][C:10]([NH:9][C:12](=[O:13])[O:14][CH2:15][CH3:16])=[S:11])[CH:6]=[CH:7][CH:8]=1. (6) Given the reactants C(N(CC)CC)C.[F:8][C:9]1[CH:10]=[C:11]2[C:15](=[CH:16][CH:17]=1)[N:14](C(OC(C)(C)C)=O)[CH:13]=[C:12]2[CH:25]=[O:26].[CH3:27][O:28][C:29]1[CH:30]=[C:31]([CH:42]=[C:43]([O:45][CH3:46])[CH:44]=1)[N:32]=[CH:33][C:34]1[CH:35]=[N:36][C:37]([O:40][CH3:41])=[CH:38][CH:39]=1, predict the reaction product. The product is: [CH3:27][O:28][C:29]1[CH:30]=[C:31]([NH:32][CH:33]([C:34]2[CH:35]=[N:36][C:37]([O:40][CH3:41])=[CH:38][CH:39]=2)[C:25]([C:12]2[C:11]3[C:15](=[CH:16][CH:17]=[C:9]([F:8])[CH:10]=3)[NH:14][CH:13]=2)=[O:26])[CH:42]=[C:43]([O:45][CH3:46])[CH:44]=1. (7) Given the reactants [NH2:1][C:2]1[N:7]=[CH:6][C:5](/[CH:8]=[CH:9]/[C:10]([O:12]CC2C=CC=CC=2)=[O:11])=[CH:4][CH:3]=1.[OH-].[Na+], predict the reaction product. The product is: [NH2:1][C:2]1[N:7]=[CH:6][C:5](/[CH:8]=[CH:9]/[C:10]([OH:12])=[O:11])=[CH:4][CH:3]=1. (8) Given the reactants [CH3:1][CH:2]1[CH2:7][CH2:6][N:5]([CH:8]2[CH2:13][CH2:12][NH:11][CH2:10][CH2:9]2)[CH2:4][CH2:3]1.[F:14][C:15]1[C:20]([S:21](Cl)(=[O:23])=[O:22])=[CH:19][CH:18]=[CH:17][N:16]=1, predict the reaction product. The product is: [F:14][C:15]1[C:20]([S:21]([N:11]2[CH2:12][CH2:13][CH:8]([N:5]3[CH2:6][CH2:7][CH:2]([CH3:1])[CH2:3][CH2:4]3)[CH2:9][CH2:10]2)(=[O:23])=[O:22])=[CH:19][CH:18]=[CH:17][N:16]=1. (9) Given the reactants Cl[C:2]1[N:3]([CH2:19][C:20]2[CH:25]=[CH:24][C:23]([O:26][CH3:27])=[CH:22][CH:21]=2)[C:4]([CH3:18])=[C:5]2[C:10]=1[C:9](=[O:11])[N:8]([CH3:12])[C:7](=[O:13])[N:6]2[CH2:14][CH:15]([CH3:17])[CH3:16].[NH2:28][C:29]1[CH:34]=[CH:33][CH:32]=[CH:31][CH:30]=1, predict the reaction product. The product is: [CH2:14]([N:6]1[C:5]2=[C:4]([CH3:18])[N:3]([CH2:19][C:20]3[CH:25]=[CH:24][C:23]([O:26][CH3:27])=[CH:22][CH:21]=3)[C:2]([NH:28][C:29]3[CH:34]=[CH:33][CH:32]=[CH:31][CH:30]=3)=[C:10]2[C:9](=[O:11])[N:8]([CH3:12])[C:7]1=[O:13])[CH:15]([CH3:17])[CH3:16]. (10) Given the reactants [OH:1][C:2]1[C:3]2[N:11]=[CH:10][CH:9]=[C:8]([C:12]([NH2:14])=O)[C:4]=2[N:5]=[CH:6][N:7]=1.Cl.[NH2:16][C@@H:17]([C:33]1[CH:38]=[CH:37][C:36]([CH:39]([CH3:41])[CH3:40])=[CH:35][CH:34]=1)[CH2:18][N:19]([CH3:32])S(C1C=CC([N+]([O-])=O)=CC=1)(=O)=O, predict the reaction product. The product is: [CH:39]([C:36]1[CH:35]=[CH:34][C:33]([C@H:17]([NH:16][C:12]2[C:8]3[CH:9]=[CH:10][N:11]=[C:3]([C:2]([NH2:7])=[O:1])[C:4]=3[N:5]=[CH:6][N:14]=2)[CH2:18][NH:19][CH3:32])=[CH:38][CH:37]=1)([CH3:40])[CH3:41].